From a dataset of Merck oncology drug combination screen with 23,052 pairs across 39 cell lines. Regression. Given two drug SMILES strings and cell line genomic features, predict the synergy score measuring deviation from expected non-interaction effect. (1) Drug 1: N#Cc1ccc(Cn2cncc2CN2CCN(c3cccc(Cl)c3)C(=O)C2)cc1. Drug 2: NC1CCCCC1N.O=C(O)C(=O)O.[Pt+2]. Cell line: VCAP. Synergy scores: synergy=13.1. (2) Drug 1: CCC1(O)CC2CN(CCc3c([nH]c4ccccc34)C(C(=O)OC)(c3cc4c(cc3OC)N(C)C3C(O)(C(=O)OC)C(OC(C)=O)C5(CC)C=CCN6CCC43C65)C2)C1. Drug 2: COC1=C2CC(C)CC(OC)C(O)C(C)C=C(C)C(OC(N)=O)C(OC)C=CC=C(C)C(=O)NC(=CC1=O)C2=O. Cell line: NCIH460. Synergy scores: synergy=-29.0. (3) Drug 1: N#Cc1ccc(Cn2cncc2CN2CCN(c3cccc(Cl)c3)C(=O)C2)cc1. Drug 2: NC(=O)c1cccc2cn(-c3ccc(C4CCCNC4)cc3)nc12. Cell line: A2058. Synergy scores: synergy=32.2. (4) Drug 1: O=P1(N(CCCl)CCCl)NCCCO1. Drug 2: CCc1cnn2c(NCc3ccc[n+]([O-])c3)cc(N3CCCCC3CCO)nc12. Cell line: NCIH2122. Synergy scores: synergy=6.82.